This data is from Forward reaction prediction with 1.9M reactions from USPTO patents (1976-2016). The task is: Predict the product of the given reaction. (1) Given the reactants [C:1]([O:5][C:6](=[O:23])[NH:7][C:8]1[CH:13]=[CH:12][C:11]([O:14][CH2:15][C:16]([F:19])([F:18])[F:17])=[CH:10][C:9]=1[N+:20]([O-])=O)([CH3:4])([CH3:3])[CH3:2], predict the reaction product. The product is: [C:1]([O:5][C:6](=[O:23])[NH:7][C:8]1[CH:13]=[CH:12][C:11]([O:14][CH2:15][C:16]([F:19])([F:18])[F:17])=[CH:10][C:9]=1[NH2:20])([CH3:4])([CH3:2])[CH3:3]. (2) The product is: [NH2:25][C:21]1[N:22]=[C:23]([N:8]2[C:9]3[C:5](=[CH:4][CH:3]=[C:2]([Br:1])[CH:10]=3)[C:6]([C:11]([N:13]([CH3:15])[CH3:14])=[O:12])=[N:7]2)[CH:24]=[CH:19][N:20]=1. Given the reactants [Br:1][C:2]1[CH:10]=[C:9]2[C:5]([C:6]([C:11]([N:13]([CH3:15])[CH3:14])=[O:12])=[N:7][NH:8]2)=[CH:4][CH:3]=1.[H-].[Na+].Cl[C:19]1[CH:24]=[CH:23][N:22]=[C:21]([NH2:25])[N:20]=1, predict the reaction product. (3) Given the reactants [CH3:1][O:2][C:3]1[CH:4]=[C:5]2[C:10](=[C:11]3[CH2:15][C:14]([CH3:17])([CH3:16])[O:13][C:12]=13)[C:9]([C:18]1[CH:19]=[CH:20][C:21](=[O:24])[NH:22][CH:23]=1)=[N:8][C:7]([CH3:26])([CH3:25])[CH2:6]2.[H-].[Na+].[Cl:29][CH2:30][C:31]([NH2:33])=[O:32].[OH-].[Na+].Cl.C(O)C, predict the reaction product. The product is: [ClH:29].[O:24]=[C:21]1[CH:20]=[CH:19][C:18]([C:9]2[C:10]3[C:5](=[CH:4][C:3]([O:2][CH3:1])=[C:12]4[O:13][C:14]([CH3:17])([CH3:16])[CH2:15][C:11]4=3)[CH2:6][C:7]([CH3:26])([CH3:25])[N:8]=2)=[CH:23][N:22]1[CH2:30][C:31]([NH2:33])=[O:32]. (4) Given the reactants [CH3:1][C:2]1[C:3]([C:30]#[N:31])=[C:4]2[N:8]([C:9](=O)[C:10]=1[CH2:11][CH2:12][CH2:13][N:14]1[C:18](=[O:19])[C:17]3=[CH:20][CH:21]=[CH:22][CH:23]=[C:16]3[C:15]1=[O:24])[C:7]1[CH:26]=[CH:27][CH:28]=[CH:29][C:6]=1[NH:5]2.P(Cl)(Cl)([Cl:34])=O, predict the reaction product. The product is: [Cl:34][C:9]1[N:8]2[C:4](=[N:5][C:6]3[CH:29]=[CH:28][CH:27]=[CH:26][C:7]=32)[C:3]([C:30]#[N:31])=[C:2]([CH3:1])[C:10]=1[CH2:11][CH2:12][CH2:13][N:14]1[C:15](=[O:24])[C:16]2=[CH:23][CH:22]=[CH:21][CH:20]=[C:17]2[C:18]1=[O:19].